This data is from CYP1A2 inhibition data for predicting drug metabolism from PubChem BioAssay. The task is: Regression/Classification. Given a drug SMILES string, predict its absorption, distribution, metabolism, or excretion properties. Task type varies by dataset: regression for continuous measurements (e.g., permeability, clearance, half-life) or binary classification for categorical outcomes (e.g., BBB penetration, CYP inhibition). Dataset: cyp1a2_veith. (1) The compound is CCCc1cc2c(cc1NC(=O)c1ccccc1C)OCO2. The result is 1 (inhibitor). (2) The molecule is COC(=O)N[C@H](c1ccccc1)[C@@]1(C)C[C@@H]1[C@@H](C)C(=O)Nc1ccc2ccccc2c1. The result is 1 (inhibitor). (3) The compound is COc1ccccc1CN(Cc1cc2cc3c(cc2[nH]c1=O)OCCO3)Cc1nnnn1Cc1ccco1. The result is 1 (inhibitor). (4) The molecule is CCNC(=S)NNC(=O)c1cc(C)on1. The result is 0 (non-inhibitor). (5) The compound is O=c1c2ccccc2nc2n1CCc1c-2[nH]c2ccccc12. The result is 1 (inhibitor).